Dataset: Experimentally validated miRNA-target interactions with 360,000+ pairs, plus equal number of negative samples. Task: Binary Classification. Given a miRNA mature sequence and a target amino acid sequence, predict their likelihood of interaction. The miRNA is hsa-miR-3668 with sequence AAUGUAGAGAUUGAUCAAAAU. The protein sequence of the target gene is MAPGCKTELRSVTNGQSNQPSNEGDAIKVFVRIRPPAERSGSADGEQNLCLSVLSSTSLRLHSNPEPKTFTFDHVADVDTTQESVFATVAKSIVESCMSGYNGTIFAYGQTGSGKTFTMMGPSESDNFSHNLRGVIPRSFEYLFSLIDREKEKAGAGKSFLCKCSFIEIYNEQIYDLLDSASAGLYLREHIKKGVFVVGAVEQVVTSAAEAYQVLSGGWRNRRVASTSMNRESSRSHAVFTITIESMEKSNEIVNIRTSLLNLVDLAGSERQKDTHAEGMRLKEAGNINRSLSCLGQVIT.... Result: 0 (no interaction).